This data is from NCI-60 drug combinations with 297,098 pairs across 59 cell lines. The task is: Regression. Given two drug SMILES strings and cell line genomic features, predict the synergy score measuring deviation from expected non-interaction effect. (1) Drug 1: CCC1=CC2CC(C3=C(CN(C2)C1)C4=CC=CC=C4N3)(C5=C(C=C6C(=C5)C78CCN9C7C(C=CC9)(C(C(C8N6C)(C(=O)OC)O)OC(=O)C)CC)OC)C(=O)OC.C(C(C(=O)O)O)(C(=O)O)O. Drug 2: CN1C(=O)N2C=NC(=C2N=N1)C(=O)N. Cell line: OVCAR-4. Synergy scores: CSS=19.2, Synergy_ZIP=-1.39, Synergy_Bliss=0.622, Synergy_Loewe=-31.5, Synergy_HSA=-2.42. (2) Drug 1: C1=CC(=CC=C1CCC2=CNC3=C2C(=O)NC(=N3)N)C(=O)NC(CCC(=O)O)C(=O)O. Drug 2: CCC(=C(C1=CC=CC=C1)C2=CC=C(C=C2)OCCN(C)C)C3=CC=CC=C3.C(C(=O)O)C(CC(=O)O)(C(=O)O)O. Cell line: SF-295. Synergy scores: CSS=32.8, Synergy_ZIP=2.19, Synergy_Bliss=2.31, Synergy_Loewe=-3.17, Synergy_HSA=2.98.